This data is from Catalyst prediction with 721,799 reactions and 888 catalyst types from USPTO. The task is: Predict which catalyst facilitates the given reaction. (1) Reactant: [NH2:1][C@H:2]1[CH2:9][CH2:8][CH2:7][CH2:6][CH2:5][CH2:4][C@H:3]1[C:10]([OH:12])=[O:11].[CH:13]1C=CC=CC=1.C[Si](C=[N+]=[N-])(C)C. Product: [CH3:13][O:11][C:10]([C@@H:3]1[CH2:4][CH2:5][CH2:6][CH2:7][CH2:8][CH2:9][C@@H:2]1[NH2:1])=[O:12]. The catalyst class is: 459. (2) Reactant: [C:1]([O:5][C:6]([NH:8][C@H:9]([C:27]([OH:29])=[O:28])[CH2:10][O:11][C:12]1[C:17]([N+:18]([O-])=O)=[CH:16][CH:15]=[CH:14][C:13]=1[C:21]1[CH:26]=[CH:25][CH:24]=[CH:23][CH:22]=1)=[O:7])([CH3:4])([CH3:3])[CH3:2]. Product: [NH2:18][C:17]1[C:12]([O:11][CH2:10][C@@H:9]([C:27]([OH:29])=[O:28])[NH:8][C:6]([O:5][C:1]([CH3:2])([CH3:3])[CH3:4])=[O:7])=[C:13]([C:21]2[CH:22]=[CH:23][CH:24]=[CH:25][CH:26]=2)[CH:14]=[CH:15][CH:16]=1. The catalyst class is: 256. (3) Reactant: [CH3:1][C:2]1([CH3:15])[C@@H:4]2[CH2:5][C:6]3[C:10]([C@H:3]12)=[C:9]([CH3:11])[S:8][C:7]=3[C:12]([OH:14])=O.[CH2:16]([O:23][C:24]([NH:26][NH2:27])=[O:25])[C:17]1[CH:22]=[CH:21][CH:20]=[CH:19][CH:18]=1.CCN(C(C)C)C(C)C.CN(C(ON1N=NC2C=CC=CC1=2)=[N+](C)C)C.[B-](F)(F)(F)F. Product: [CH2:16]([O:23][C:24]([NH:26][NH:27][C:12]([C:7]1[S:8][C:9]([CH3:11])=[C:10]2[C:6]=1[CH2:5][CH:4]1[C:2]([CH3:1])([CH3:15])[CH:3]12)=[O:14])=[O:25])[C:17]1[CH:22]=[CH:21][CH:20]=[CH:19][CH:18]=1. The catalyst class is: 158. (4) Reactant: [Cl:1][C:2]1[CH:7]=[CH:6][C:5]([S:8]([C:11]2([C:17]3[CH:22]=[C:21]([F:23])[CH:20]=[CH:19][C:18]=3[F:24])[CH2:16][CH2:15][S:14][CH2:13][CH2:12]2)(=[O:10])=[O:9])=[CH:4][CH:3]=1.ClC1C=CC=C(C(OO)=[O:33])C=1.CCCCCC. Product: [Cl:1][C:2]1[CH:7]=[CH:6][C:5]([S:8]([C:11]2([C:17]3[CH:22]=[C:21]([F:23])[CH:20]=[CH:19][C:18]=3[F:24])[CH2:16][CH2:15][S:14](=[O:33])[CH2:13][CH2:12]2)(=[O:9])=[O:10])=[CH:4][CH:3]=1. The catalyst class is: 268. (5) Reactant: CCN=C=NCCCN(C)C.[NH2:12][C:13]1[N:17]([CH2:18][C:19]2[CH:24]=[C:23]([C:25]([F:28])([F:27])[F:26])[CH:22]=[C:21]([C:29]([F:32])([F:31])[F:30])[CH:20]=2)[N:16]=[N:15][C:14]=1[C:33]([OH:35])=O.[Cl:36][C:37]1[CH:42]=[CH:41][CH:40]=[CH:39][C:38]=1[C@H:43]1[CH2:47][CH2:46][CH2:45][NH:44]1.C([O-])(O)=O.[Na+]. Product: [NH2:12][C:13]1[N:17]([CH2:18][C:19]2[CH:24]=[C:23]([C:25]([F:26])([F:28])[F:27])[CH:22]=[C:21]([C:29]([F:30])([F:31])[F:32])[CH:20]=2)[N:16]=[N:15][C:14]=1[C:33]([N:44]1[CH2:45][CH2:46][CH2:47][C@@H:43]1[C:38]1[CH:39]=[CH:40][CH:41]=[CH:42][C:37]=1[Cl:36])=[O:35]. The catalyst class is: 241. (6) Reactant: [C:1]1([C:15]2[CH:20]=[CH:19][CH:18]=[CH:17][CH:16]=2)[CH:6]=[CH:5][C:4]([O:7][C@H:8]2[CH2:13][CH2:12][CH2:11][C@@H:10]([OH:14])[CH2:9]2)=[CH:3][CH:2]=1.[CH3:21][O:22][C@:23]([C:31]1[CH:36]=[CH:35][CH:34]=[CH:33][CH:32]=1)([C:27]([F:30])([F:29])[F:28])[C:24](O)=[O:25].CCN=C=NCCCN(C)C.Cl. Product: [C:1]1([C:15]2[CH:16]=[CH:17][CH:18]=[CH:19][CH:20]=2)[CH:6]=[CH:5][C:4]([O:7][C@@H:8]2[CH2:13][CH2:12][CH2:11][C@H:10]([O:14][C:24](=[O:25])[C@@:23]([O:22][CH3:21])([C:31]3[CH:32]=[CH:33][CH:34]=[CH:35][CH:36]=3)[C:27]([F:29])([F:30])[F:28])[CH2:9]2)=[CH:3][CH:2]=1. The catalyst class is: 166.